Dataset: CYP2D6 inhibition data for predicting drug metabolism from PubChem BioAssay. Task: Regression/Classification. Given a drug SMILES string, predict its absorption, distribution, metabolism, or excretion properties. Task type varies by dataset: regression for continuous measurements (e.g., permeability, clearance, half-life) or binary classification for categorical outcomes (e.g., BBB penetration, CYP inhibition). Dataset: cyp2d6_veith. (1) The molecule is O=c1c(-c2ccccc2)nc2cncnc2n1Cc1ccc(F)cc1. The result is 0 (non-inhibitor). (2) The molecule is COc1ccc(CN2CN(c3ccc(Cl)cc3)C(=O)N(n3cnnc3)C2)cc1. The result is 0 (non-inhibitor).